This data is from Peptide-MHC class II binding affinity with 134,281 pairs from IEDB. The task is: Regression. Given a peptide amino acid sequence and an MHC pseudo amino acid sequence, predict their binding affinity value. This is MHC class II binding data. The peptide sequence is TFAATHNPWASQPG. The MHC is DRB1_0301 with pseudo-sequence DRB1_0301. The binding affinity (normalized) is 0.